This data is from Full USPTO retrosynthesis dataset with 1.9M reactions from patents (1976-2016). The task is: Predict the reactants needed to synthesize the given product. Given the product [Br:1][C:2]1[CH:3]=[CH:4][C:5]([C:18]2[CH:19]=[CH:20][C:15]([C:13]([O:12][CH3:11])=[O:14])=[CH:16][C:17]=2[N+:24]([O-:26])=[O:25])=[C:6]([C:7]#[N:8])[CH:9]=1, predict the reactants needed to synthesize it. The reactants are: [Br:1][C:2]1[CH:3]=[CH:4][C:5](I)=[C:6]([CH:9]=1)[C:7]#[N:8].[CH3:11][O:12][C:13]([C:15]1[CH:20]=[CH:19][C:18](B(O)O)=[C:17]([N+:24]([O-:26])=[O:25])[CH:16]=1)=[O:14].P([O-])([O-])([O-])=O.[K+].[K+].[K+].